Dataset: Reaction yield outcomes from USPTO patents with 853,638 reactions. Task: Predict the reaction yield, written as a fraction of the theoretical maximum amount of product (1.0 means a 100% yield; for example, 0.34 means a 34% yield). (1) The reactants are [Cl:1][C:2]1[C:3]2[C:13]([F:14])=[CH:12][CH:11]=[CH:10][C:4]=2[S:5][C:6]=1[C:7](Cl)=[O:8].[H-].[Al+3].[Li+].[H-].[H-].[H-]. The catalyst is C1COCC1. The yield is 0.960. The product is [Cl:1][C:2]1[C:3]2[C:13]([F:14])=[CH:12][CH:11]=[CH:10][C:4]=2[S:5][C:6]=1[CH2:7][OH:8]. (2) The reactants are [O:1]=[C:2]1[CH2:10][C:9]2[C:4](=[CH:5][C:6]([C:11]([C:13]3[CH:18]=[CH:17][C:16]([NH:19][C:20]([C:22]4[S:23][C:24]([C:27](=[O:29])[CH3:28])=[CH:25][CH:26]=4)=[O:21])=[CH:15][CH:14]=3)=[O:12])=[CH:7][CH:8]=2)[NH:3]1.[CH:30](OCC)=[O:31].[O-]CC.[Na+].Cl. The catalyst is C(O)C. The product is [OH:31][CH:30]=[C:10]1[C:9]2[C:4](=[CH:5][C:6]([C:11]([C:13]3[CH:14]=[CH:15][C:16]([NH:19][C:20]([C:22]4[S:23][C:24]([C:27](=[O:29])[CH3:28])=[CH:25][CH:26]=4)=[O:21])=[CH:17][CH:18]=3)=[O:12])=[CH:7][CH:8]=2)[NH:3][C:2]1=[O:1]. The yield is 0.650. (3) The reactants are [O:1]([C:9]1[CH:17]=[C:16]2[C:12]([CH:13]=[CH:14][NH:15]2)=[CH:11][CH:10]=1)[Si:2]([C:5]([CH3:8])([CH3:7])[CH3:6])([CH3:4])[CH3:3].[C:18](O[C:18]([O:20][C:21]([CH3:24])([CH3:23])[CH3:22])=[O:19])([O:20][C:21]([CH3:24])([CH3:23])[CH3:22])=[O:19]. The catalyst is ClCCl.CN(C)C1C=CN=CC=1. The product is [C:21]([O:20][C:18]([N:15]1[C:16]2[C:12](=[CH:11][CH:10]=[C:9]([O:1][Si:2]([C:5]([CH3:8])([CH3:7])[CH3:6])([CH3:4])[CH3:3])[CH:17]=2)[CH:13]=[CH:14]1)=[O:19])([CH3:24])([CH3:23])[CH3:22]. The yield is 0.910. (4) The yield is 0.373. The catalyst is C(Cl)Cl. The reactants are [NH2:1][C:2]1([C:5]2[N:10]=[C:9]([NH:11][CH2:12][C:13]3[CH:18]=[CH:17][CH:16]=[CH:15][N:14]=3)[C:8]3=[C:19]([C:22]4[CH:27]=[CH:26][CH:25]=[CH:24][CH:23]=4)[CH:20]=[CH:21][N:7]3[N:6]=2)[CH2:4][CH2:3]1.N1C=CC=CC=1.[C:34](Cl)(=[O:36])[CH3:35]. The product is [C:22]1([C:19]2[CH:20]=[CH:21][N:7]3[C:8]=2[C:9]([NH:11][CH2:12][C:13]2[CH:18]=[CH:17][CH:16]=[CH:15][N:14]=2)=[N:10][C:5]([C:2]2([NH:1][C:34](=[O:36])[CH3:35])[CH2:3][CH2:4]2)=[N:6]3)[CH:27]=[CH:26][CH:25]=[CH:24][CH:23]=1. (5) The reactants are Cl[CH2:2][C:3](=O)[CH2:4][C:5]([O:7][CH2:8][CH3:9])=[O:6].[CH:11]1([C:14]([NH2:16])=[O:15])[CH2:13][CH2:12]1. The catalyst is C1(C)C=CC=CC=1.O1CCOCC1. The product is [CH:11]1([C:14]2[O:15][CH:2]=[C:3]([CH2:4][C:5]([O:7][CH2:8][CH3:9])=[O:6])[N:16]=2)[CH2:13][CH2:12]1. The yield is 0.500. (6) The reactants are [OH:1][C:2]1[CH:3]=[C:4]([CH:7]=[CH:8][CH:9]=1)[CH:5]=O.[CH3:10][C:11]1[CH:16]=[C:15]([CH3:17])[CH:14]=[C:13]([CH3:18])[C:12]=1[CH:19]1[O:24][C:23](=[O:25])[CH2:22][C:21](=O)[CH2:20]1.C([O-])(=O)C.[NH4+].[CH3:32][N:33]([CH3:40])[C:34](=[O:39])[CH2:35][C:36](=O)[CH3:37].F[B-](F)(F)F.C([N+:50]1C=CN(C)C=1)CCC. The yield is 0.530. The product is [CH3:32][N:33]([CH3:40])[C:34]([C:35]1[CH:5]([C:4]2[CH:7]=[CH:8][CH:9]=[C:2]([OH:1])[CH:3]=2)[C:22]2[C:23](=[O:25])[O:24][CH:19]([C:12]3[C:11]([CH3:10])=[CH:16][C:15]([CH3:17])=[CH:14][C:13]=3[CH3:18])[CH2:20][C:21]=2[NH:50][C:36]=1[CH3:37])=[O:39]. No catalyst specified.